Dataset: Reaction yield outcomes from USPTO patents with 853,638 reactions. Task: Predict the reaction yield, written as a fraction of the theoretical maximum amount of product (1.0 means a 100% yield; for example, 0.34 means a 34% yield). (1) The reactants are [C:1]([C:3]1[C:8]2[S:9][CH:10]=[CH:11][C:7]=2[C:6]([NH:12][C@H:13]([C@H:27]([OH:29])[CH3:28])[C:14]([NH:16][NH:17][C:18](=[O:26])[C:19]2[CH:24]=[CH:23][C:22]([F:25])=[CH:21][CH:20]=2)=O)=[CH:5][CH:4]=1)#[N:2].CCN(P1(N(C)CCCN1C)=NC(C)(C)C)CC.CO. The catalyst is C1COCC1. The product is [F:25][C:22]1[CH:21]=[CH:20][C:19]([C:18]2[O:26][C:14]([C@H:13]([NH:12][C:6]3[C:7]4[CH:11]=[CH:10][S:9][C:8]=4[C:3]([C:1]#[N:2])=[CH:4][CH:5]=3)[C@H:27]([OH:29])[CH3:28])=[N:16][N:17]=2)=[CH:24][CH:23]=1. The yield is 0.430. (2) The reactants are CN(C=O)C.[Cl:6][CH:7](Cl)[CH3:8].C(Cl)(=O)C(Cl)=O.[N:16]1[C:21]2[CH:22]=[CH:23][S:24]C=2C(=O)[NH:18][CH:17]=1. The catalyst is O. The product is [Cl:6][C:7]1[C:8]2[S:24][CH:23]=[CH:22][C:21]=2[N:16]=[CH:17][N:18]=1. The yield is 0.820. (3) The reactants are [N:1]1[C:5]2[CH:6]=[CH:7][CH:8]=[CH:9][C:4]=2[NH:3][CH:2]=1.[C:10]([O:13][CH2:14][CH2:15][CH2:16]Br)(=[O:12])[CH3:11].C(N(CC)CC)C.[I-].[Na+]. The catalyst is CN(C)C=O. The product is [C:10]([O:13][CH2:14][CH2:15][CH2:16][N:1]1[C:5]2[CH:6]=[CH:7][CH:8]=[CH:9][C:4]=2[N:3]=[CH:2]1)(=[O:12])[CH3:11]. The yield is 0.700. (4) The reactants are Br[C:2]1[CH:3]=[N:4][CH:5]=[C:6]([Br:8])[CH:7]=1.C1(P(C2C=CC=CC=2)C2C3OC4C(=CC=CC=4P(C4C=CC=CC=4)C4C=CC=CC=4)C(C)(C)C=3C=CC=2)C=CC=CC=1.C(=O)([O-])[O-].[Cs+].[Cs+].[CH3:57][N:58]1[CH2:63][CH2:62][NH:61][CH2:60][CH2:59]1. The catalyst is O1CCOCC1.CCOC(C)=O.C1C=CC(/C=C/C(/C=C/C2C=CC=CC=2)=O)=CC=1.C1C=CC(/C=C/C(/C=C/C2C=CC=CC=2)=O)=CC=1.C1C=CC(/C=C/C(/C=C/C2C=CC=CC=2)=O)=CC=1.[Pd].[Pd]. The product is [Br:8][C:6]1[CH:7]=[C:2]([N:61]2[CH2:62][CH2:63][N:58]([CH3:57])[CH2:59][CH2:60]2)[CH:3]=[N:4][CH:5]=1. The yield is 0.390. (5) The reactants are [CH3:1][O:2][CH2:3][CH2:4][CH2:5][O:6][C:7]1[CH:12]=[CH:11][N:10]=[C:9]([CH2:13][S:14][C:15]2[NH:19][C:18]3[CH:20]=[CH:21][CH:22]=[CH:23][C:17]=3[N:16]=2)[C:8]=1[CH3:24].[OH-:25].[Na+].O. The catalyst is ClCCl. The product is [CH3:1][O:2][CH2:3][CH2:4][CH2:5][O:6][C:7]1[CH:12]=[CH:11][N:10]=[C:9]([CH2:13][S:14]([C:15]2[NH:16][C:17]3[CH:23]=[CH:22][CH:21]=[CH:20][C:18]=3[N:19]=2)=[O:25])[C:8]=1[CH3:24]. The yield is 0.239. (6) The reactants are [NH2:1][C:2]1[CH:7]=[CH:6][C:5]([OH:8])=[CH:4][CH:3]=1.N1C=CN=C1.[CH:14]([Si:17]([CH:22]([CH3:24])[CH3:23])([CH:19]([CH3:21])[CH3:20])Cl)([CH3:16])[CH3:15]. The catalyst is ClCCl. The product is [CH3:15][CH:14]([Si:17]([CH:22]([CH3:24])[CH3:23])([CH:19]([CH3:21])[CH3:20])[O:8][C:5]1[CH:6]=[CH:7][C:2]([NH2:1])=[CH:3][CH:4]=1)[CH3:16]. The yield is 0.700. (7) The reactants are [NH2:1][C:2]1[CH:3]=[C:4]([CH:47]=[CH:48][CH:49]=1)[CH2:5][NH:6][C:7](=[O:46])[CH:8]([NH:20][C:21]1[CH:22]=[C:23]2[C:28](=[CH:29][CH:30]=1)[C:27]([N:31]([C:39]([O:41][C:42]([CH3:45])([CH3:44])[CH3:43])=[O:40])[C:32]([O:34][C:35]([CH3:38])([CH3:37])[CH3:36])=[O:33])=[N:26][CH:25]=[CH:24]2)[C:9]1[CH:14]=[CH:13][C:12]([CH2:15][CH:16]([OH:19])[CH2:17]C)=[CH:11][CH:10]=1.C(OC(N(C(OC(C)(C)C)=O)C1C2C(=CC(NC(C3C=CC(CC(O)C)=CC=3)C(NCC3C=CC=C([N+]([O-])=O)C=3)=O)=CC=2)C=CN=1)=O)(C)(C)C. No catalyst specified. The product is [NH2:1][C:2]1[CH:3]=[C:4]([CH:47]=[CH:48][CH:49]=1)[CH2:5][NH:6][C:7](=[O:46])[CH:8]([NH:20][C:21]1[CH:22]=[C:23]2[C:28](=[CH:29][CH:30]=1)[C:27]([N:31]([C:39]([O:41][C:42]([CH3:45])([CH3:44])[CH3:43])=[O:40])[C:32]([O:34][C:35]([CH3:37])([CH3:38])[CH3:36])=[O:33])=[N:26][CH:25]=[CH:24]2)[C:9]1[CH:10]=[CH:11][C:12]([CH2:15][CH:16]([OH:19])[CH3:17])=[CH:13][CH:14]=1. The yield is 0.800.